This data is from Forward reaction prediction with 1.9M reactions from USPTO patents (1976-2016). The task is: Predict the product of the given reaction. Given the reactants P([O-])([O-])([O-])=O.[K+].[K+].[K+].Br[CH:10]([CH2:16][CH3:17])[C:11](OCC)=[O:12].[CH:18]1([C:21]([C:23]2[CH:28]=[CH:27][C:26]([OH:29])=[CH:25][CH:24]=2)=[O:22])[CH2:20][CH2:19]1.[OH-].[Na+].[Cl-].[NH4+].C(N1C=CN=C1)([N:36]1C=CN=C1)=O.N, predict the reaction product. The product is: [CH:18]1([C:21]([C:23]2[CH:24]=[CH:25][C:26]([O:29][CH:10]([CH2:16][CH3:17])[C:11]([NH2:36])=[O:12])=[CH:27][CH:28]=2)=[O:22])[CH2:19][CH2:20]1.